This data is from Peptide-MHC class I binding affinity with 185,985 pairs from IEDB/IMGT. The task is: Regression. Given a peptide amino acid sequence and an MHC pseudo amino acid sequence, predict their binding affinity value. This is MHC class I binding data. (1) The peptide sequence is YQLGDYFFV. The MHC is HLA-A02:16 with pseudo-sequence HLA-A02:16. The binding affinity (normalized) is 1.00. (2) The peptide sequence is LLPIFFCLWVY. The MHC is Mamu-A01 with pseudo-sequence Mamu-A01. The binding affinity (normalized) is 0.149. (3) The peptide sequence is ALGPAATL. The MHC is HLA-A02:01 with pseudo-sequence HLA-A02:01. The binding affinity (normalized) is 0.484. (4) The peptide sequence is PLALEGSLQ. The MHC is HLA-A30:01 with pseudo-sequence HLA-A30:01. The binding affinity (normalized) is 0. (5) The peptide sequence is TMRCIGISNR. The MHC is HLA-A31:01 with pseudo-sequence HLA-A31:01. The binding affinity (normalized) is 0.880. (6) The peptide sequence is GLYQGIVGF. The MHC is HLA-B15:02 with pseudo-sequence HLA-B15:02. The binding affinity (normalized) is 0.622. (7) The peptide sequence is ISNITTATR. The MHC is HLA-A31:01 with pseudo-sequence HLA-A31:01. The binding affinity (normalized) is 0.604. (8) The peptide sequence is MKYVWPPIM. The MHC is HLA-A02:19 with pseudo-sequence HLA-A02:19. The binding affinity (normalized) is 0.0847. (9) The peptide sequence is TFSPTYKAF. The MHC is Patr-A0701 with pseudo-sequence Patr-A0701. The binding affinity (normalized) is 0.215. (10) The peptide sequence is SVMSTFFWE. The MHC is HLA-B27:03 with pseudo-sequence HLA-B27:03. The binding affinity (normalized) is 0.0847.